This data is from Full USPTO retrosynthesis dataset with 1.9M reactions from patents (1976-2016). The task is: Predict the reactants needed to synthesize the given product. (1) Given the product [CH:1]1([CH2:4][O:5][C:6]2[CH:11]=[CH:10][C:9]([C:12]([F:13])([F:15])[F:14])=[CH:8][C:7]=2[C:16]2[C:17]3[N:24]([CH2:25][O:26][CH2:27][CH2:28][Si:29]([CH3:32])([CH3:31])[CH3:30])[C:23]([CH3:33])=[C:22]([C:34]([NH:37][C@H:38]4[CH2:43][CH2:42][C@H:41]([NH:44][C:45](=[O:51])[O:46][C:47]([CH3:49])([CH3:48])[CH3:50])[CH2:40][CH2:39]4)=[O:35])[C:18]=3[N:19]=[CH:20][N:21]=2)[CH2:2][CH2:3]1, predict the reactants needed to synthesize it. The reactants are: [CH:1]1([CH2:4][O:5][C:6]2[CH:11]=[CH:10][C:9]([C:12]([F:15])([F:14])[F:13])=[CH:8][C:7]=2[C:16]2[C:17]3[N:24]([CH2:25][O:26][CH2:27][CH2:28][Si:29]([CH3:32])([CH3:31])[CH3:30])[C:23]([CH3:33])=[C:22]([C:34](O)=[O:35])[C:18]=3[N:19]=[CH:20][N:21]=2)[CH2:3][CH2:2]1.[NH2:37][C@H:38]1[CH2:43][CH2:42][C@H:41]([NH:44][C:45](=[O:51])[O:46][C:47]([CH3:50])([CH3:49])[CH3:48])[CH2:40][CH2:39]1. (2) Given the product [C:1]([O:14][CH2:15][C@@H:16]([O:47][C:48](=[O:60])[CH2:49][CH2:50][CH2:51][CH2:52][CH2:53][CH2:54][CH2:55][CH2:56][CH2:57][CH2:58][CH3:59])[CH2:17][S:18][CH2:19][C@H:20]([NH2:29])[C:21]([NH:23][C:24]1([CH2:27][OH:28])[CH2:25][CH2:26]1)=[O:22])(=[O:13])[CH2:2][CH2:3][CH2:4][CH2:5][CH2:6][CH2:7][CH2:8][CH2:9][CH2:10][CH2:11][CH3:12], predict the reactants needed to synthesize it. The reactants are: [C:1]([O:14][CH2:15][C@@H:16]([O:47][C:48](=[O:60])[CH2:49][CH2:50][CH2:51][CH2:52][CH2:53][CH2:54][CH2:55][CH2:56][CH2:57][CH2:58][CH3:59])[CH2:17][S:18][CH2:19][C@H:20]([NH:29]C(OCC1C2C=CC=CC=2C2C1=CC=CC=2)=O)[C:21]([NH:23][C:24]1([CH2:27][OH:28])[CH2:26][CH2:25]1)=[O:22])(=[O:13])[CH2:2][CH2:3][CH2:4][CH2:5][CH2:6][CH2:7][CH2:8][CH2:9][CH2:10][CH2:11][CH3:12].N1CCCCC1.C1(C)C=CC=CC=1. (3) Given the product [NH:1]1[C:5]2[CH:6]=[CH:7][CH:8]=[CH:9][C:4]=2[N:3]=[C:2]1[S:10]([CH2:11][C:12]1[CH:17]=[C:16]([CH3:18])[CH:15]=[CH:14][C:13]=1[NH2:19])=[O:26], predict the reactants needed to synthesize it. The reactants are: [NH:1]1[C:5]2[CH:6]=[CH:7][CH:8]=[CH:9][C:4]=2[N:3]=[C:2]1[S:10][CH2:11][C:12]1[CH:17]=[C:16]([CH3:18])[CH:15]=[CH:14][C:13]=1[NH2:19].C(Cl)(Cl)Cl.C([O:26]CC)C. (4) Given the product [S:11]1[C:12]2[CH:18]=[CH:17][CH:16]=[CH:15][C:13]=2[N:14]=[C:10]1[O:9][C:8]1[CH:19]=[CH:20][C:5]([O:4][CH2:3][CH2:2][N:21]2[CH2:29][CH2:28][CH:24]([C:25]([NH2:27])=[O:26])[CH2:23][CH2:22]2)=[CH:6][CH:7]=1, predict the reactants needed to synthesize it. The reactants are: Br[CH2:2][CH2:3][O:4][C:5]1[CH:20]=[CH:19][C:8]([O:9][C:10]2[S:11][C:12]3[CH:18]=[CH:17][CH:16]=[CH:15][C:13]=3[N:14]=2)=[CH:7][CH:6]=1.[NH:21]1[CH2:29][CH2:28][CH:24]([C:25]([NH2:27])=[O:26])[CH2:23][CH2:22]1.CNC. (5) Given the product [F:19][CH:17]([F:18])[C:9]1[N:8]([C:6]2[N:5]=[C:4]([N:20]3[CH2:26][C:22]4([CH2:23][O:24][CH2:25]4)[CH2:21]3)[N:3]=[C:2]([N:41]3[CH2:37][C:38]4([CH2:27][O:30][CH2:39]4)[CH2:40]3)[N:7]=2)[C:12]2[CH:13]=[CH:14][CH:15]=[CH:16][C:11]=2[N:10]=1, predict the reactants needed to synthesize it. The reactants are: Cl[C:2]1[N:7]=[C:6]([N:8]2[C:12]3[CH:13]=[CH:14][CH:15]=[CH:16][C:11]=3[N:10]=[C:9]2[CH:17]([F:19])[F:18])[N:5]=[C:4]([N:20]2[CH2:26][C:22]3([CH2:25][O:24][CH2:23]3)[CH2:21]2)[N:3]=1.[C:27](=[O:30])([O-])[O-].[K+].[K+].CCCC[CH2:37][CH2:38][CH3:39].[CH3:40][N:41](C=O)C. (6) Given the product [N:10]1[C:11]2[C:6](=[CH:5][CH:4]=[CH:3][C:2]=2[NH:1][C:19]([C:15]2[CH:14]=[C:13]([Cl:12])[CH:18]=[CH:17][N:16]=2)=[O:20])[CH:7]=[CH:8][CH:9]=1, predict the reactants needed to synthesize it. The reactants are: [NH2:1][C:2]1[CH:3]=[CH:4][CH:5]=[C:6]2[C:11]=1[N:10]=[CH:9][CH:8]=[CH:7]2.[Cl:12][C:13]1[CH:18]=[CH:17][N:16]=[C:15]([C:19](O)=[O:20])[CH:14]=1.Cl.CN(C)CCCN=C=NCC.